From a dataset of Full USPTO retrosynthesis dataset with 1.9M reactions from patents (1976-2016). Predict the reactants needed to synthesize the given product. (1) Given the product [CH3:1][N:2]1[C:6]2[CH:7]=[CH:8][C:9]([C:11]([OH:13])=[O:12])=[CH:10][C:5]=2[N:4]=[CH:3]1, predict the reactants needed to synthesize it. The reactants are: [CH3:1][N:2]1[C:6]2[CH:7]=[CH:8][C:9]([C:11]([O:13]CC)=[O:12])=[CH:10][C:5]=2[N:4]=[CH:3]1.[OH-].[Na+].Cl.C(O)(=O)CC(CC(O)=O)(C(O)=O)O. (2) Given the product [Cl:33][CH2:32][CH2:31][O:23][C:16]1[C:15]2[C:14]3[C:22]4=[C:10]([O:9][CH2:8][CH:7]([C:1]5[CH:2]=[CH:3][CH:4]=[CH:5][CH:6]=5)[N:21]4[C:20]=2[CH:19]=[CH:18][CH:17]=1)[CH:11]=[CH:12][CH:13]=3, predict the reactants needed to synthesize it. The reactants are: [C:1]1([CH:7]2[N:21]3[C:22]4[C:14]([C:15]5[C:20]3=[CH:19][CH:18]=[CH:17][C:16]=5[OH:23])=[CH:13][CH:12]=[CH:11][C:10]=4[O:9][CH2:8]2)[CH:6]=[CH:5][CH:4]=[CH:3][CH:2]=1.C(=O)([O-])[O-].[K+].[K+].Br[CH2:31][CH2:32][Cl:33]. (3) Given the product [CH:42]1([NH:1][C:2]2[C:3]3[S:10][CH:9]=[C:8]([C:11]([NH:13][C:14]4[C:23]([CH3:24])=[CH:22][CH:21]=[C:20]5[C:15]=4[CH:16]=[CH:17][N:18]=[C:19]5[NH:25][C:26]4[CH:31]=[C:30]([C:32]([F:35])([F:34])[F:33])[CH:29]=[C:28]([N:36]5[CH:40]=[C:39]([CH3:41])[N:38]=[CH:37]5)[CH:27]=4)=[O:12])[C:4]=3[N:5]=[CH:6][N:7]=2)[CH2:44][CH2:43]1, predict the reactants needed to synthesize it. The reactants are: [NH2:1][C:2]1[C:3]2[S:10][CH:9]=[C:8]([C:11]([NH:13][C:14]3[C:23]([CH3:24])=[CH:22][CH:21]=[C:20]4[C:15]=3[CH:16]=[CH:17][N:18]=[C:19]4[NH:25][C:26]3[CH:31]=[C:30]([C:32]([F:35])([F:34])[F:33])[CH:29]=[C:28]([N:36]4[CH:40]=[C:39]([CH3:41])[N:38]=[CH:37]4)[CH:27]=3)=[O:12])[C:4]=2[N:5]=[CH:6][N:7]=1.[CH:42]1(NC2C3SC=C(C(O)=O)C=3N=CN=2)[CH2:44][CH2:43]1.